Dataset: Reaction yield outcomes from USPTO patents with 853,638 reactions. Task: Predict the reaction yield, written as a fraction of the theoretical maximum amount of product (1.0 means a 100% yield; for example, 0.34 means a 34% yield). (1) The reactants are [CH3:1][O:2][C:3]1[C:8]([O:9][CH3:10])=[C:7]([O:11][CH3:12])[CH:6]=[C:5]([CH3:13])[C:4]=1[CH:14]([C:16]1[C:21]([C:22]([F:25])([F:24])[F:23])=[CH:20][N:19]=[CH:18][C:17]=1[Cl:26])[OH:15]. The catalyst is [O-2].[O-2].[Mn+4].C1(C)C=CC=CC=1. The product is [CH3:1][O:2][C:3]1[C:8]([O:9][CH3:10])=[C:7]([O:11][CH3:12])[CH:6]=[C:5]([CH3:13])[C:4]=1[C:14]([C:16]1[C:21]([C:22]([F:25])([F:23])[F:24])=[CH:20][N:19]=[CH:18][C:17]=1[Cl:26])=[O:15]. The yield is 0.940. (2) The reactants are [CH3:1][C:2]1[C:16](=[O:17])[N:15]=[C:14]2[N:4]([C@@H:5]3[O:9][C@H:8]([CH2:10][OH:11])[C@@H:7]([OH:12])[C@@H:6]3[O:13]2)[CH:3]=1.[CH3:18][O:19][CH2:20][CH2:21][O:22]B([O:22][CH2:21][CH2:20][O:19][CH3:18])[O:22][CH2:21][CH2:20][O:19][CH3:18]. The catalyst is COCCO. The product is [CH3:18][O:19][CH2:20][CH2:21][O:22][C@@H:6]1[C@H:7]([OH:12])[C@@H:8]([CH2:10][OH:11])[O:9][C@H:5]1[N:4]1[CH:3]=[C:2]([CH3:1])[C:16](=[O:17])[NH:15][C:14]1=[O:13]. The yield is 0.630. (3) The reactants are [CH2:1]([N:3]([CH2:37][CH3:38])[CH2:4][CH2:5][CH2:6][NH:7][C:8]1[N:9]=[C:10]([C:27]2[CH:28]=[C:29]([CH:33]=[CH:34][C:35]=2[CH3:36])[C:30](O)=[O:31])[C:11]2[CH:17]=[CH:16][C:15](=[O:18])[N:14]([C:19]3[C:24]([F:25])=[CH:23][CH:22]=[CH:21][C:20]=3[F:26])[C:12]=2[N:13]=1)[CH3:2].CN(C(ON1N=NC2C=CC=CC1=2)=[N+](C)C)C.F[P-](F)(F)(F)(F)F.[NH2:63][CH:64]([CH2:67][OH:68])[CH2:65][OH:66]. The catalyst is C1COCC1. The product is [CH2:1]([N:3]([CH2:37][CH3:38])[CH2:4][CH2:5][CH2:6][NH:7][C:8]1[N:9]=[C:10]([C:27]2[CH:28]=[C:29]([CH:33]=[CH:34][C:35]=2[CH3:36])[C:30]([NH:63][CH:64]([CH2:67][OH:68])[CH2:65][OH:66])=[O:31])[C:11]2[CH:17]=[CH:16][C:15](=[O:18])[N:14]([C:19]3[C:24]([F:25])=[CH:23][CH:22]=[CH:21][C:20]=3[F:26])[C:12]=2[N:13]=1)[CH3:2]. The yield is 0.880. (4) The reactants are C(OC([NH:8][CH:9]1[C:18]2[C:13](=[CH:14][CH:15]=[C:16]([NH:19][C:20]([C:22]3[C:31](=[O:32])[C:30]4[C:25](=[CH:26][CH:27]=[CH:28][CH:29]=4)[NH:24][CH:23]=3)=[O:21])[CH:17]=2)[CH2:12][CH2:11][CH2:10]1)=O)(C)(C)C.C(O)(C(F)(F)F)=O. The catalyst is ClCCl. The product is [NH2:8][CH:9]1[C:18]2[C:13](=[CH:14][CH:15]=[C:16]([NH:19][C:20]([C:22]3[C:31](=[O:32])[C:30]4[C:25](=[CH:26][CH:27]=[CH:28][CH:29]=4)[NH:24][CH:23]=3)=[O:21])[CH:17]=2)[CH2:12][CH2:11][CH2:10]1. The yield is 0.930. (5) The reactants are [C:1]([C:4]1[CH:9]=[C:8]([Cl:10])[CH:7]=[CH:6][C:5]=1[NH:11][S:12]([C:15]([F:18])([F:17])[F:16])(=[O:14])=[O:13])(=O)[CH3:2].Cl.[F:20][C:21]([F:31])([F:30])[C:22]1[CH:23]=[C:24]([O:28][NH2:29])[CH:25]=[CH:26][CH:27]=1.CC([O-])=O.[Na+]. The catalyst is CCO. The product is [Cl:10][C:8]1[CH:7]=[CH:6][C:5]([NH:11][S:12]([C:15]([F:18])([F:17])[F:16])(=[O:14])=[O:13])=[C:4]([C:1](=[N:29][O:28][C:24]2[CH:25]=[CH:26][CH:27]=[C:22]([C:21]([F:20])([F:31])[F:30])[CH:23]=2)[CH3:2])[CH:9]=1. The yield is 0.910. (6) The reactants are Br[C:2]1[CH:7]=[CH:6][C:5]([C:8]2[CH:13]=[CH:12][C:11]([Br:14])=[CH:10][CH:9]=2)=[CH:4][CH:3]=1.C1(C)C=CC([NH:21][C:22]2[CH:27]=[CH:26][C:25](C)=[CH:24][CH:23]=2)=CC=1.[CH3:30]C(C)([O-])C.[Na+].[C:36]1([CH3:42])[CH:41]=[CH:40][CH:39]=[CH:38][CH:37]=1. The catalyst is CC([O-])=O.CC([O-])=O.[Pd+2].C1C=CC(P(C2C=CC=CC=2)[C-]2C=CC=C2)=CC=1.C1C=CC(P(C2C=CC=CC=2)[C-]2C=CC=C2)=CC=1.[Fe+2]. The product is [Br:14][C:11]1[CH:12]=[CH:13][C:8]([C:5]2[CH:6]=[CH:7][C:2]([N:21]([C:22]3[CH:23]=[CH:24][CH:25]=[CH:26][C:27]=3[CH3:30])[C:37]3[CH:38]=[CH:39][CH:40]=[CH:41][C:36]=3[CH3:42])=[CH:3][CH:4]=2)=[CH:9][CH:10]=1. The yield is 0.780.